Dataset: Catalyst prediction with 721,799 reactions and 888 catalyst types from USPTO. Task: Predict which catalyst facilitates the given reaction. (1) Reactant: [NH2:1][C:2]1[C:3]2[N:4]([C:8]([CH:12]3[CH2:17][CH2:16][N:15](C(OCC4C=CC=CC=4)=O)[CH2:14][CH2:13]3)=[N:9][C:10]=2[I:11])[CH:5]=[CH:6][N:7]=1. Product: [I:11][C:10]1[N:9]=[C:8]([CH:12]2[CH2:17][CH2:16][NH:15][CH2:14][CH2:13]2)[N:4]2[CH:5]=[CH:6][N:7]=[C:2]([NH2:1])[C:3]=12. The catalyst class is: 126. (2) Reactant: [CH2:1]([O:3][C:4](=[O:23])[CH:5]=[CH:6][C:7]1[C:8]([N+:20]([O-])=O)=[N:9][C:10]([CH:15]2[O:19][CH2:18][CH2:17][O:16]2)=[C:11]([O:13][CH3:14])[CH:12]=1)[CH3:2]. Product: [CH2:1]([O:3][C:4](=[O:23])[CH2:5][CH2:6][C:7]1[C:8]([NH2:20])=[N:9][C:10]([CH:15]2[O:19][CH2:18][CH2:17][O:16]2)=[C:11]([O:13][CH3:14])[CH:12]=1)[CH3:2]. The catalyst class is: 29. (3) Reactant: [CH3:1][N:2]1[CH2:7][CH2:6][NH:5][CH2:4][CH2:3]1.C([N:11](C(C)C)CC)(C)C.[N+:17]([C:20]1[CH:25]=[CH:24][CH:23]=[CH:22][C:21]=1[S:26](Cl)(=[O:28])=[O:27])([O-:19])=[O:18]. Product: [N+:17]([C:20]1[CH:25]=[CH:24][CH:23]=[CH:22][C:21]=1[S:26]([NH:11][CH:3]1[CH2:4][NH:5][CH2:6][CH2:7][N:2]1[CH3:1])(=[O:28])=[O:27])([O-:19])=[O:18]. The catalyst class is: 2.